Task: Predict the product of the given reaction.. Dataset: Forward reaction prediction with 1.9M reactions from USPTO patents (1976-2016) (1) Given the reactants [CH3:1][N:2]1[CH2:7][CH:6]=[C:5]([C:8]2[C:13]([O:14][CH3:15])=[CH:12][C:11]([O:16][CH3:17])=[CH:10][C:9]=2[O:18][CH3:19])[CH2:4][CH2:3]1.[BH4-].[Na+].B(F)(F)F.CC[O:28]CC.Cl.[OH-].[Na+].OO, predict the reaction product. The product is: [CH3:1][N:2]1[CH2:3][CH2:4][C@@H:5]([C:8]2[C:9]([O:18][CH3:19])=[CH:10][C:11]([O:16][CH3:17])=[CH:12][C:13]=2[O:14][CH3:15])[C@H:6]([OH:28])[CH2:7]1. (2) Given the reactants [Cl:1][C:2]1[CH:3]=[CH:4][C:5]([O:15][CH2:16][C:17]2[CH:22]=[CH:21][CH:20]=[C:19]([F:23])[C:18]=2[F:24])=[C:6]([C:8](=O)[CH2:9][CH2:10][C:11](=O)[CH3:12])[CH:7]=1.[NH2:25][C:26]1[CH:27]=[C:28]([C:32]([CH3:35])=[CH:33][CH:34]=1)[C:29]([OH:31])=[O:30].CC1C=CC(S(O)(=O)=O)=CC=1, predict the reaction product. The product is: [Cl:1][C:2]1[CH:3]=[CH:4][C:5]([O:15][CH2:16][C:17]2[CH:22]=[CH:21][CH:20]=[C:19]([F:23])[C:18]=2[F:24])=[C:6]([C:8]2[N:25]([C:26]3[CH:27]=[C:28]([C:32]([CH3:35])=[CH:33][CH:34]=3)[C:29]([OH:31])=[O:30])[C:11]([CH3:12])=[CH:10][CH:9]=2)[CH:7]=1.